This data is from Reaction yield outcomes from USPTO patents with 853,638 reactions. The task is: Predict the reaction yield, written as a fraction of the theoretical maximum amount of product (1.0 means a 100% yield; for example, 0.34 means a 34% yield). (1) The reactants are [F:1][C:2]([F:11])([F:10])/[CH:3]=[CH:4]/[C:5]([O:7][CH2:8][CH3:9])=[O:6].C(O)(C(F)(F)F)=O.[CH2:19]([N:26]([CH2:30][Si](C)(C)C)[CH2:27]OC)[C:20]1[CH:25]=[CH:24][CH:23]=[CH:22][CH:21]=1. The catalyst is C(Cl)Cl. The product is [CH2:19]([N:26]1[CH2:30][C@@H:3]([C:2]([F:10])([F:11])[F:1])[C@H:4]([C:5]([O:7][CH2:8][CH3:9])=[O:6])[CH2:27]1)[C:20]1[CH:25]=[CH:24][CH:23]=[CH:22][CH:21]=1. The yield is 0.790. (2) The reactants are [O:1]=[C:2]1[C:6]2[CH:7]=[CH:8][CH:9]=[CH:10][C:5]=2[C:4](=[O:11])[N:3]1[CH2:12][CH2:13][CH2:14][S:15]([O:18][CH2:19][C:20]([CH3:33])([CH3:32])[C@@H:21]([O:24][CH2:25][C:26]1[CH:31]=[CH:30][CH:29]=[CH:28][CH:27]=1)[CH:22]=C)(=[O:17])=[O:16].[O:34]=[O+][O-].CSC. The catalyst is ClCCl. The product is [O:11]=[C:4]1[C:5]2[CH:10]=[CH:9][CH:8]=[CH:7][C:6]=2[C:2](=[O:1])[N:3]1[CH2:12][CH2:13][CH2:14][S:15]([O:18][CH2:19][C:20]([CH3:32])([CH3:33])[C@@H:21]([O:24][CH2:25][C:26]1[CH:31]=[CH:30][CH:29]=[CH:28][CH:27]=1)[CH:22]=[O:34])(=[O:17])=[O:16]. The yield is 0.850. (3) The reactants are [NH2:1][C:2]1[N:7]=[CH:6][N:5]=[C:4]2[N:8]([CH2:25][C@H:26]3[CH2:30][CH2:29][CH2:28][N:27]3[C:31](=[O:35])[CH2:32][C:33]#[N:34])[N:9]=[C:10]([C:11]3[CH:16]=[CH:15][C:14]([O:17][C:18]4[CH:23]=[CH:22][CH:21]=[CH:20][CH:19]=4)=[CH:13][C:12]=3[F:24])[C:3]=12.[CH2:36]([N:38]([C:46]([CH3:50])([CH3:49])[CH:47]=O)[C:39](=[O:45])[O:40][C:41]([CH3:44])([CH3:43])[CH3:42])[CH3:37].N1CCCCC1. The catalyst is O1CCOCC1.CC(O)=O. The product is [NH2:1][C:2]1[N:7]=[CH:6][N:5]=[C:4]2[N:8]([CH2:25][C@H:26]3[CH2:30][CH2:29][CH2:28][N:27]3[C:31](=[O:35])[C:32]([C:33]#[N:34])=[CH:50][C:46]([N:38]([CH2:36][CH3:37])[C:39](=[O:45])[O:40][C:41]([CH3:44])([CH3:43])[CH3:42])([CH3:47])[CH3:49])[N:9]=[C:10]([C:11]3[CH:16]=[CH:15][C:14]([O:17][C:18]4[CH:19]=[CH:20][CH:21]=[CH:22][CH:23]=4)=[CH:13][C:12]=3[F:24])[C:3]=12. The yield is 0.190. (4) The yield is 0.510. The product is [Cl:16][C:17]1[N:22]=[C:21]([O:1][CH2:2][C:3]2([CH2:7][OH:8])[CH2:6][CH2:5][CH2:4]2)[CH:20]=[CH:19][N:18]=1. The catalyst is O1CCCC1. The reactants are [OH:1][CH2:2][C:3]1([CH2:7][OH:8])[CH2:6][CH2:5][CH2:4]1.CN(C)C=O.[H-].[Na+].[Cl:16][C:17]1[N:22]=[C:21](Cl)[CH:20]=[CH:19][N:18]=1. (5) The product is [CH3:26][N:27]1[CH2:3][C:2]([CH3:5])([CH3:1])[N:6]([C:7]2[S:8][CH:9]=[C:10]([C:12]3[CH:19]=[CH:18][C:15]([C:16]#[N:17])=[CH:14][CH:13]=3)[N:11]=2)[C:20]1=[O:23]. The yield is 0.250. The reactants are [CH3:1][C:2]([NH:6][C:7]1[S:8][CH:9]=[C:10]([C:12]2[CH:19]=[CH:18][C:15]([C:16]#[N:17])=[CH:14][CH:13]=2)[N:11]=1)([CH3:5])[CH:3]=O.[C:20]([OH:23])(=O)C.CN.[C:26]([BH3-])#[N:27].[Na+].C(O[BH-](OC(=O)C)OC(=O)C)(=O)C.[Na+].C(N(CC)CC)C.ClC(Cl)(OC(=O)OC(Cl)(Cl)Cl)Cl.C([O-])(O)=O.[Na+]. The catalyst is CO.C(OCC)(=O)C.O1CCCC1.C(Cl)Cl. (6) The reactants are [OH:1][CH2:2][CH:3]([CH2:21][OH:22])[CH2:4][O:5][C:6]1[CH:13]=[C:12]([O:14][CH3:15])[C:11]([C:16]2[S:17][CH:18]=[CH:19][CH:20]=2)=[CH:10][C:7]=1[CH:8]=O.[C:23]([C:26]1[CH:34]=[CH:33][C:29]([C:30]([OH:32])=[O:31])=[CH:28][CH:27]=1)(=[O:25])[CH3:24]. No catalyst specified. The product is [OH:1][CH2:2][CH:3]([CH2:21][OH:22])[CH2:4][O:5][C:6]1[CH:13]=[C:12]([O:14][CH3:15])[C:11]([C:16]2[S:17][CH:18]=[CH:19][CH:20]=2)=[CH:10][C:7]=1/[CH:8]=[CH:24]/[C:23]([C:26]1[CH:34]=[CH:33][C:29]([C:30]([OH:32])=[O:31])=[CH:28][CH:27]=1)=[O:25]. The yield is 0.610.